This data is from Forward reaction prediction with 1.9M reactions from USPTO patents (1976-2016). The task is: Predict the product of the given reaction. Given the reactants [CH2:1]([N:8]([CH2:24][C@H:25]([OH:47])[CH2:26][O:27][C:28]1[CH:33]=[CH:32][C:31]([O:34][CH2:35][C:36]2[CH:41]=[CH:40][CH:39]=[CH:38][CH:37]=2)=[C:30]([NH:42][S:43]([CH3:46])(=[O:45])=[O:44])[CH:29]=1)[C@H:9]1[CH2:14][CH2:13][C@H:12]([C:15]2[CH:23]=[CH:22][C:18]([C:19](O)=[O:20])=[CH:17][CH:16]=2)[CH2:11][CH2:10]1)[C:2]1[CH:7]=[CH:6][CH:5]=[CH:4][CH:3]=1.ON1C2C=CC=CC=2N=N1.C(N=C=NCCCN(C)C)C.[NH2:69][CH2:70][CH2:71][C:72]1[C:80]2[C:75](=[CH:76][CH:77]=[CH:78][CH:79]=2)[NH:74][CH:73]=1, predict the reaction product. The product is: [CH2:1]([N:8]([CH2:24][C@H:25]([OH:47])[CH2:26][O:27][C:28]1[CH:33]=[CH:32][C:31]([O:34][CH2:35][C:36]2[CH:37]=[CH:38][CH:39]=[CH:40][CH:41]=2)=[C:30]([NH:42][S:43]([CH3:46])(=[O:44])=[O:45])[CH:29]=1)[C@H:9]1[CH2:10][CH2:11][C@H:12]([C:15]2[CH:23]=[CH:22][C:18]([C:19]([NH:69][CH2:70][CH2:71][C:72]3[C:80]4[C:75](=[CH:76][CH:77]=[CH:78][CH:79]=4)[NH:74][CH:73]=3)=[O:20])=[CH:17][CH:16]=2)[CH2:13][CH2:14]1)[C:2]1[CH:7]=[CH:6][CH:5]=[CH:4][CH:3]=1.